From a dataset of Full USPTO retrosynthesis dataset with 1.9M reactions from patents (1976-2016). Predict the reactants needed to synthesize the given product. (1) Given the product [NH2:1][C:2]1[CH:7]=[CH:6][C:5]([S:8][CH2:10][CH2:11][CH2:12][C:13]([O:15][CH2:16][CH3:17])=[O:14])=[CH:4][CH:3]=1, predict the reactants needed to synthesize it. The reactants are: [NH2:1][C:2]1[CH:7]=[CH:6][C:5]([SH:8])=[CH:4][CH:3]=1.Br[CH2:10][CH2:11][CH2:12][C:13]([O:15][CH2:16][CH3:17])=[O:14]. (2) The reactants are: C([O:3][C:4](=[O:36])[C@H:5]([CH2:17][C:18]1[CH:23]=[CH:22][C:21]([C:24]2[C:29]([O:30][CH3:31])=[CH:28][C:27]([CH:32]=[O:33])=[CH:26][C:25]=2[O:34][CH3:35])=[CH:20][CH:19]=1)[NH:6][C:7](=[O:16])[C:8]1[C:13]([F:14])=[CH:12][CH:11]=[CH:10][C:9]=1[Cl:15])C.[Li+].[OH-].OO.Cl.[CH2:42]1COC[CH2:43]1. Given the product [Cl:15][C:9]1[CH:10]=[CH:11][CH:12]=[C:13]([F:14])[C:8]=1[C:7]([NH:6][C@H:5]([C:4]([OH:3])=[O:36])[CH2:17][C:18]1[CH:19]=[CH:20][C:21]([C:24]2[C:29]([O:30][CH3:31])=[CH:28][C:27]([CH2:32][O:33][CH2:42][CH3:43])=[CH:26][C:25]=2[O:34][CH3:35])=[CH:22][CH:23]=1)=[O:16], predict the reactants needed to synthesize it. (3) Given the product [CH3:25][N:26]1[CH2:27][CH2:32][CH2:31][CH:30]([O:9][C:8](=[O:10])[CH:7]([C:1]2[CH:2]=[CH:3][CH:4]=[CH:5][CH:6]=2)[NH:11][C:12]2[CH:17]=[CH:16][CH:15]=[CH:14][CH:13]=2)[CH2:29][CH2:28]1, predict the reactants needed to synthesize it. The reactants are: [C:1]1([CH:7]([NH:11][C:12]2[CH:17]=[CH:16][CH:15]=[CH:14][CH:13]=2)[C:8]([OH:10])=[O:9])[CH:6]=[CH:5][CH:4]=[CH:3][CH:2]=1.C1CCC(N=[C:25]=[N:26][CH:27]2[CH2:32][CH2:31][CH2:30][CH2:29][CH2:28]2)CC1.C1C=CC2N(O)N=NC=2C=1.CN1CCCC(O)CC1. (4) The reactants are: [H-].[Al+3].[Li+].[H-].[H-].[H-].[CH3:7][O:8][C@@H:9]1[CH2:17][N:16]2[C@@H:11]([CH2:12][C:13](N3CCCC3)=[CH:14][C:15]2=O)[CH2:10]1.[OH-].[Na+].C([OH:28])C. Given the product [CH3:7][O:8][C@@H:9]1[CH2:17][N:16]2[C@H:11]([CH2:12][C:13](=[O:28])[CH2:14][CH2:15]2)[CH2:10]1, predict the reactants needed to synthesize it. (5) Given the product [Cl:20][C:21]1[CH:26]=[C:25]([CH3:27])[CH:24]=[CH:23][C:22]=1[O:28][C:2]1[C:7]([C:8]([O:10][CH3:11])=[O:9])=[CH:6][N:5]=[C:4]([C:12]2[CH:17]=[CH:16][C:15]([CH3:18])=[C:14]([F:19])[CH:13]=2)[CH:3]=1, predict the reactants needed to synthesize it. The reactants are: Cl[C:2]1[C:7]([C:8]([O:10][CH3:11])=[O:9])=[CH:6][N:5]=[C:4]([C:12]2[CH:17]=[CH:16][C:15]([CH3:18])=[C:14]([F:19])[CH:13]=2)[CH:3]=1.[Cl:20][C:21]1[CH:26]=[C:25]([CH3:27])[CH:24]=[CH:23][C:22]=1[OH:28].